Predict the reactants needed to synthesize the given product. From a dataset of Full USPTO retrosynthesis dataset with 1.9M reactions from patents (1976-2016). (1) Given the product [Br:1][C:2]1[C:3]([O:18][CH2:20][CH2:21][C:22]([OH:24])=[O:23])=[CH:4][CH:5]=[C:6]2[C:10]=1[N:9]([C:11]1[CH:16]=[CH:15][C:14]([F:17])=[CH:13][CH:12]=1)[N:8]=[CH:7]2, predict the reactants needed to synthesize it. The reactants are: [Br:1][C:2]1[C:3]([OH:18])=[CH:4][CH:5]=[C:6]2[C:10]=1[N:9]([C:11]1[CH:16]=[CH:15][C:14]([F:17])=[CH:13][CH:12]=1)[N:8]=[CH:7]2.Br[CH2:20][CH2:21][C:22]([OH:24])=[O:23].[OH-].[Na+].Cl. (2) The reactants are: [C:1]1([C:7](=[N:14][C:15]2[CH:16]=[C:17]([C:21]([C:23]3[C:31]4[CH:30]=[N:29][CH:28]=[N:27][C:26]=4[NH:25][CH:24]=3)=[O:22])[CH:18]=[N:19][CH:20]=2)[C:8]2[CH:13]=[CH:12][CH:11]=[CH:10][CH:9]=2)[CH:6]=[CH:5][CH:4]=[CH:3][CH:2]=1.C([O-])([O-])=O.[Cs+].[Cs+].FC(F)(F)S(O[CH:44]([CH2:54][O:55][Si:56]([CH3:62])([CH3:61])[C:57]([CH3:60])([CH3:59])[CH3:58])[CH2:45][O:46][Si:47]([CH3:53])([CH3:52])[C:48]([CH3:51])([CH3:50])[CH3:49])(=O)=O. Given the product [C:1]1([C:7](=[N:14][C:15]2[CH:16]=[C:17]([C:21]([C:23]3[C:31]4[CH:30]=[N:29][CH:28]=[N:27][C:26]=4[N:25]([CH:44]([CH2:45][O:46][Si:47]([CH3:53])([CH3:52])[C:48]([CH3:51])([CH3:50])[CH3:49])[CH2:54][O:55][Si:56]([CH3:62])([CH3:61])[C:57]([CH3:60])([CH3:58])[CH3:59])[CH:24]=3)=[O:22])[CH:18]=[N:19][CH:20]=2)[C:8]2[CH:9]=[CH:10][CH:11]=[CH:12][CH:13]=2)[CH:6]=[CH:5][CH:4]=[CH:3][CH:2]=1, predict the reactants needed to synthesize it. (3) Given the product [CH3:26][C:25]1([CH3:27])[O:24][B:23]([OH:28])[C:22]2[CH:29]=[CH:30][C:19]([C:18]3[CH2:9][C:8]([C:10]([F:12])([F:13])[F:11])([C:6]4[CH:7]=[C:2]([F:1])[C:3]([F:15])=[C:4]([F:14])[CH:5]=4)[O:16][N:17]=3)=[CH:20][C:21]1=2, predict the reactants needed to synthesize it. The reactants are: [F:1][C:2]1[CH:7]=[C:6]([C:8]([C:10]([F:13])([F:12])[F:11])=[CH2:9])[CH:5]=[C:4]([F:14])[C:3]=1[F:15].[OH:16][N:17]=[C:18](Cl)[C:19]1[CH:30]=[CH:29][C:22]2[B:23]([OH:28])[O:24][C:25]([CH3:27])([CH3:26])[C:21]=2[CH:20]=1. (4) Given the product [C:7]1([S:13]([N:16]2[C:20]3=[N:21][CH:22]=[C:23]([O:25][CH2:44][C:45]([N:47]([CH3:49])[CH3:48])=[O:46])[CH:24]=[C:19]3[CH:18]=[C:17]2[C:26]([C:33]2[CH:34]=[CH:35][C:36]([S:39]([CH3:42])(=[O:40])=[O:41])=[CH:37][CH:38]=2)=[CH:27][CH:28]2[CH2:32][CH2:31][CH2:30][CH2:29]2)(=[O:14])=[O:15])[CH:12]=[CH:11][CH:10]=[CH:9][CH:8]=1, predict the reactants needed to synthesize it. The reactants are: C(=O)([O-])[O-].[K+].[K+].[C:7]1([S:13]([N:16]2[C:20]3=[N:21][CH:22]=[C:23]([OH:25])[CH:24]=[C:19]3[CH:18]=[C:17]2[C:26]([C:33]2[CH:38]=[CH:37][C:36]([S:39]([CH3:42])(=[O:41])=[O:40])=[CH:35][CH:34]=2)=[CH:27][CH:28]2[CH2:32][CH2:31][CH2:30][CH2:29]2)(=[O:15])=[O:14])[CH:12]=[CH:11][CH:10]=[CH:9][CH:8]=1.Cl[CH2:44][C:45]([N:47]([CH3:49])[CH3:48])=[O:46]. (5) Given the product [C:1]12([NH:6][C:7]3[N:12]=[C:11]([S:13][CH3:14])[C:10]([C:15]([NH2:16])=[O:17])=[CH:9][N:8]=3)[CH2:5][CH:3]([CH2:2]1)[CH2:4]2, predict the reactants needed to synthesize it. The reactants are: [C:1]12([NH:6][C:7]3[N:12]=[C:11]([S:13][CH3:14])[C:10]([C:15]#[N:16])=[CH:9][N:8]=3)[CH2:5][CH:3]([CH2:4]1)[CH2:2]2.[OH-:17].[Na+].OO.